From a dataset of Catalyst prediction with 721,799 reactions and 888 catalyst types from USPTO. Predict which catalyst facilitates the given reaction. (1) Reactant: [NH2:1][C@H:2]([CH3:24])[C:3]([N:5]1[CH2:10][CH2:9][N:8]([CH2:11][CH2:12][CH2:13][O:14][C:15]2[CH:20]=[CH:19][C:18]([C:21](=[O:23])[CH3:22])=[CH:17][CH:16]=2)[CH2:7][CH2:6]1)=[O:4].[C:25](Cl)(=[O:27])[CH3:26]. Product: [C:21]([C:18]1[CH:17]=[CH:16][C:15]([O:14][CH2:13][CH2:12][CH2:11][N:8]2[CH2:9][CH2:10][N:5]([C:3](=[O:4])[C@H:2]([NH:1][C:25](=[O:27])[CH3:26])[CH3:24])[CH2:6][CH2:7]2)=[CH:20][CH:19]=1)(=[O:23])[CH3:22]. The catalyst class is: 4. (2) Reactant: [O:1]=[S:2]1(=[O:36])[CH2:7][CH:6]=[C:5]([C:8]2[CH:17]=[CH:16][C:15]3[C:10](=[CH:11][CH:12]=[C:13]([O:18][CH3:19])[CH:14]=3)[C:9]=2[O:20][C:21]2[CH:35]=[CH:34][C:24]([O:25][CH2:26][CH2:27][N:28]3[CH2:33][CH2:32][CH2:31][CH2:30][CH2:29]3)=[CH:23][CH:22]=2)[CH2:4][CH2:3]1.[ClH:37]. Product: [ClH:37].[O:36]=[S:2]1(=[O:1])[CH2:3][CH:4]=[C:5]([C:8]2[CH:17]=[CH:16][C:15]3[C:10](=[CH:11][CH:12]=[C:13]([O:18][CH3:19])[CH:14]=3)[C:9]=2[O:20][C:21]2[CH:35]=[CH:34][C:24]([O:25][CH2:26][CH2:27][N:28]3[CH2:29][CH2:30][CH2:31][CH2:32][CH2:33]3)=[CH:23][CH:22]=2)[CH2:6][CH2:7]1. The catalyst class is: 2. (3) Reactant: [F:1][C:2]1[CH:7]=[CH:6][C:5]([CH2:8][C:9]([OH:11])=[O:10])=[CH:4][CH:3]=1.C([Li])CCC.Br[CH2:18][CH2:19][CH2:20][Cl:21]. Product: [Cl:21][CH2:20][CH2:19][CH2:18][CH:8]([C:5]1[CH:4]=[CH:3][C:2]([F:1])=[CH:7][CH:6]=1)[C:9]([OH:11])=[O:10]. The catalyst class is: 1. (4) Reactant: [CH3:1][N:2]1[C:6]([C:7]2[S:11][C:10]([NH2:12])=[N:9][CH:8]=2)=[CH:5][C:4]([C:13]([F:16])([F:15])[F:14])=[N:3]1.[F:17][C:18]1[CH:26]=[CH:25][CH:24]=[C:23]([F:27])[C:19]=1[C:20](Cl)=[O:21].CCN(C(C)C)C(C)C. Product: [F:17][C:18]1[CH:26]=[CH:25][CH:24]=[C:23]([F:27])[C:19]=1[C:20]([NH:12][C:10]1[S:11][C:7]([C:6]2[N:2]([CH3:1])[N:3]=[C:4]([C:13]([F:16])([F:14])[F:15])[CH:5]=2)=[CH:8][N:9]=1)=[O:21]. The catalyst class is: 64. (5) Reactant: [CH3:1][C@:2]1([CH2:9][S:10]([N:13]2[CH2:18][CH:17]=[C:16]([C:19]#[C:20][Si](C)(C)C)[CH2:15][CH2:14]2)(=[O:12])=[O:11])[NH:6][C:5](=[O:7])[NH:4][C:3]1=[O:8].[F-].[K+]. Product: [C:19]([C:16]1[CH2:17][CH2:18][N:13]([S:10]([CH2:9][C@@:2]2([CH3:1])[NH:6][C:5](=[O:7])[NH:4][C:3]2=[O:8])(=[O:12])=[O:11])[CH2:14][CH:15]=1)#[CH:20]. The catalyst class is: 5. (6) Reactant: [Br:1][C:2]1[NH:6][CH:5]=[C:4]([C:7]([O:9][CH3:10])=[O:8])[CH:3]=1.[CH3:11][C:12](C)([O-])C.[K+].BrCC. Product: [Br:1][C:2]1[N:6]([CH2:11][CH3:12])[CH:5]=[C:4]([C:7]([O:9][CH3:10])=[O:8])[CH:3]=1. The catalyst class is: 3. (7) Reactant: [NH2:1][C:2]1[CH:7]=[CH:6][CH:5]=[CH:4][N:3]=1.[C:8](C1NC=CN=1)(C1NC=CN=1)=[S:9].[N:20]1([C:26]([O:28][C:29]([CH3:32])([CH3:31])[CH3:30])=[O:27])[CH2:25][CH2:24][NH:23][CH2:22][CH2:21]1. Product: [N:3]1[CH:4]=[CH:5][CH:6]=[CH:7][C:2]=1[NH:1][C:8]([N:23]1[CH2:24][CH2:25][N:20]([C:26]([O:28][C:29]([CH3:32])([CH3:31])[CH3:30])=[O:27])[CH2:21][CH2:22]1)=[S:9]. The catalyst class is: 343. (8) Reactant: O[C:2]([CH3:13])([CH3:12])[CH2:3][NH:4][C:5](=[O:11])[O:6][C:7]([CH3:10])([CH3:9])[CH3:8].C(N(S(F)(F)[F:20])CC)C.C(=O)(O)[O-].[Na+]. Product: [F:20][C:2]([CH3:13])([CH3:12])[CH2:3][NH:4][C:5](=[O:11])[O:6][C:7]([CH3:10])([CH3:9])[CH3:8]. The catalyst class is: 4. (9) The catalyst class is: 5. Product: [CH3:1][CH:2]([CH2:8][C:9]1[CH:14]=[CH:13][C:12]([C:15]2[N:19]=[CH:18][N:17]([C:20]3[CH:25]=[CH:24][C:23]([O:26][C:27]([F:30])([F:28])[F:29])=[CH:22][CH:21]=3)[N:16]=2)=[CH:11][CH:10]=1)[C:3]([OH:5])=[O:4]. Reactant: [CH3:1][CH:2]([CH2:8][C:9]1[CH:14]=[CH:13][C:12]([C:15]2[N:19]=[CH:18][N:17]([C:20]3[CH:25]=[CH:24][C:23]([O:26][C:27]([F:30])([F:29])[F:28])=[CH:22][CH:21]=3)[N:16]=2)=[CH:11][CH:10]=1)[C:3]([O:5]CC)=[O:4].[OH-].[Na+].Cl. (10) Reactant: [Br:1][C:2]1[CH:7]=[CH:6][C:5]([C:8](=[O:11])[CH2:9][F:10])=[CH:4][CH:3]=1.O1CCCC1.C[Si](C)(C)[N-][Si](C)(C)C.[Li+].[F:27][C:28]([F:37])([F:36])[C:29](N1C=CN=C1)=[O:30].Cl. Product: [Br:1][C:2]1[CH:3]=[CH:4][C:5]([C:8](=[O:11])[CH:9]([F:10])[C:29](=[O:30])[C:28]([F:37])([F:36])[F:27])=[CH:6][CH:7]=1. The catalyst class is: 7.